From a dataset of NCI-60 drug combinations with 297,098 pairs across 59 cell lines. Regression. Given two drug SMILES strings and cell line genomic features, predict the synergy score measuring deviation from expected non-interaction effect. Drug 1: CC1=C(C=C(C=C1)C(=O)NC2=CC(=CC(=C2)C(F)(F)F)N3C=C(N=C3)C)NC4=NC=CC(=N4)C5=CN=CC=C5. Drug 2: C1=NC(=NC(=O)N1C2C(C(C(O2)CO)O)O)N. Cell line: LOX IMVI. Synergy scores: CSS=7.47, Synergy_ZIP=-9.78, Synergy_Bliss=-15.7, Synergy_Loewe=-26.1, Synergy_HSA=-19.4.